From a dataset of Catalyst prediction with 721,799 reactions and 888 catalyst types from USPTO. Predict which catalyst facilitates the given reaction. (1) Reactant: [ClH:1].[Cl:2][C:3]1[C:12]2[C:7](=[CH:8][CH:9]=[CH:10][CH:11]=2)[C:6]([N:13]2[CH2:18][CH2:17][CH:16]([N:19](C)[C:20](=O)OC(C)(C)C)[CH2:15][CH2:14]2)=[N:5][N:4]=1. Product: [ClH:2].[ClH:1].[Cl:2][C:3]1[C:12]2[C:7](=[CH:8][CH:9]=[CH:10][CH:11]=2)[C:6]([N:13]2[CH2:14][CH2:15][CH:16]([NH:19][CH3:20])[CH2:17][CH2:18]2)=[N:5][N:4]=1. The catalyst class is: 5. (2) Reactant: [F:1][C:2]1[CH:7]=[CH:6][C:5]([C:8]2[CH:17]=[CH:16][C:15]3[C:10](=[CH:11][CH:12]=[C:13]([S:18]([C:21]4[CH:26]=[CH:25][CH:24]=[CH:23][C:22]=4F)(=[O:20])=[O:19])[CH:14]=3)[CH:9]=2)=[CH:4][CH:3]=1.[NH:28]1[CH:32]=[CH:31][N:30]=[CH:29]1.[C:33](=[O:36])([O-])[O-:34].[K+].[K+].CS(C)=O. Product: [C:33]([O:34][CH2:26][CH3:21])(=[O:36])[CH3:29].[CH3:2][CH2:3][CH2:4][CH:5]([CH3:8])[CH3:6].[F:1][C:2]1[CH:3]=[CH:4][C:5]([C:8]2[CH:9]=[C:10]3[C:15](=[CH:16][CH:17]=2)[CH:14]=[C:13]([S:18]([C:21]2[CH:26]=[CH:25][CH:24]=[CH:23][C:22]=2[N:28]2[CH:32]=[CH:31][N:30]=[CH:29]2)(=[O:19])=[O:20])[CH:12]=[CH:11]3)=[CH:6][CH:7]=1. The catalyst class is: 6.